Dataset: Reaction yield outcomes from USPTO patents with 853,638 reactions. Task: Predict the reaction yield, written as a fraction of the theoretical maximum amount of product (1.0 means a 100% yield; for example, 0.34 means a 34% yield). The reactants are [Li]CCCC.[Cl:6][C:7]1[N:15]=[C:14]2[C:10]([N:11]=[CH:12][N:13]2[CH:16]2[CH2:21][CH2:20][CH2:19][CH2:18][O:17]2)=[C:9]([Cl:22])[N:8]=1.CN(CCN(C)C)C.[CH3:31][C:32]([CH3:34])=[O:33]. The product is [Cl:6][C:7]1[N:15]=[C:14]2[C:10]([N:11]=[C:12]([C:32]([OH:33])([CH3:34])[CH3:31])[N:13]2[CH:16]2[CH2:21][CH2:20][CH2:19][CH2:18][O:17]2)=[C:9]([Cl:22])[N:8]=1. The catalyst is C1COCC1. The yield is 0.620.